This data is from Full USPTO retrosynthesis dataset with 1.9M reactions from patents (1976-2016). The task is: Predict the reactants needed to synthesize the given product. (1) Given the product [N+:30]([C:26]1[CH:25]=[C:24]([CH:29]=[CH:28][CH:27]=1)[O:1][C:2]1[CH:16]=[CH:15][C:5]2[N:6]=[C:7]([NH:9][C:10]([CH:12]3[CH2:13][CH2:14]3)=[O:11])[S:8][C:4]=2[CH:3]=1)([O-:32])=[O:31], predict the reactants needed to synthesize it. The reactants are: [OH:1][C:2]1[CH:16]=[CH:15][C:5]2[N:6]=[C:7]([NH:9][C:10]([CH:12]3[CH2:14][CH2:13]3)=[O:11])[S:8][C:4]=2[CH:3]=1.C(=O)([O-])[O-].[K+].[K+].F[C:24]1[CH:29]=[CH:28][CH:27]=[C:26]([N+:30]([O-:32])=[O:31])[CH:25]=1.C1OCCOCCOCCOCCOCCOC1. (2) Given the product [CH3:32][N:21]([CH3:20])[C:22]1[CH:29]=[CH:28][C:25]([C:26]2[NH:1][C:2]3=[N:3][CH:4]=[CH:5][C:6]([NH:9][C@@H:10]4[C@@H:15]5[CH2:16][C@@H:12]([CH:13]=[CH:14]5)[C@@H:11]4[C:17]([NH2:19])=[O:18])=[C:7]3[N:8]=2)=[C:24]([O:30][CH3:31])[CH:23]=1, predict the reactants needed to synthesize it. The reactants are: [NH2:1][C:2]1[C:7]([NH2:8])=[C:6]([NH:9][C@@H:10]2[C@@H:15]3[CH2:16][C@@H:12]([CH:13]=[CH:14]3)[C@@H:11]2[C:17]([NH2:19])=[O:18])[CH:5]=[CH:4][N:3]=1.[CH3:20][N:21]([CH3:32])[C:22]1[CH:29]=[CH:28][C:25]([CH:26]=O)=[C:24]([O:30][CH3:31])[CH:23]=1.